This data is from Forward reaction prediction with 1.9M reactions from USPTO patents (1976-2016). The task is: Predict the product of the given reaction. (1) Given the reactants N1([O:10][C:11]2[C:20]3[C:15](=[CH:16][CH:17]=[CH:18][CH:19]=3)[N:14]=[CH:13][N:12]=2)C2C=CC=CC=2N=N1.[C:21]1(B(O)O)[CH:26]=[CH:25][CH:24]=[CH:23][CH:22]=1.C([O-])([O-])=O.[Cs+].[Cs+], predict the reaction product. The product is: [O:10]([C:11]1[C:20]2[C:15](=[CH:16][CH:17]=[CH:18][CH:19]=2)[N:14]=[CH:13][N:12]=1)[C:21]1[CH:26]=[CH:25][CH:24]=[CH:23][CH:22]=1. (2) The product is: [CH2:1]([CH:3]([C:7]1[C:8]2[CH:9]=[C:10]3[CH:19]([CH2:20][C:21]([O:23][CH3:24])=[O:22])[CH2:18][CH2:17][N:11]3[C:12]=2[CH:13]=[C:14]([F:16])[CH:15]=1)[CH2:4][CH3:5])[CH3:2]. Given the reactants [CH2:1]([C:3]([C:7]1[C:8]2[CH:9]=[C:10]3[CH:19]([CH2:20][C:21]([O:23][CH3:24])=[O:22])[CH2:18][CH2:17][N:11]3[C:12]=2[CH:13]=[C:14]([F:16])[CH:15]=1)(O)[CH2:4][CH3:5])[CH3:2].FC(F)(F)C(O)=O.C([SiH](CC)CC)C, predict the reaction product. (3) Given the reactants [CH3:1][O:2][C:3](=[O:17])[C:4]1[CH:9]=[C:8]([N:10]2[CH2:14][CH2:13][CH2:12][C:11]2=[O:15])[CH:7]=[C:6]([NH2:16])[CH:5]=1.C(O[BH-](OC(=O)C)OC(=O)C)(=O)C.[Na+].[CH:32](=O)[CH2:33][CH3:34].CC(O)=O, predict the reaction product. The product is: [CH3:1][O:2][C:3](=[O:17])[C:4]1[CH:5]=[C:6]([NH:16][CH2:32][CH2:33][CH3:34])[CH:7]=[C:8]([N:10]2[CH2:14][CH2:13][CH2:12][C:11]2=[O:15])[CH:9]=1. (4) Given the reactants [CH2:1]([Li])[CH2:2][CH2:3][CH3:4].[CH3:6][CH2:7][CH2:8][CH2:9][CH2:10]C.[CH2:12]([O:14][C:15]1[CH:20]=[CH:19][C:18]([N:21]2[C:25]3=[N:26][CH:27]=[C:28]([CH:30]=O)[CH:29]=[C:24]3[N:23]=[CH:22]2)=[CH:17][CH:16]=1)[CH3:13], predict the reaction product. The product is: [CH2:12]([O:14][C:15]1[CH:20]=[CH:19][C:18]([N:21]2[C:25]3=[N:26][CH:27]=[C:28](/[CH:30]=[CH:4]\[C:3]4[CH:6]=[CH:7][C:8]([CH2:9][CH3:10])=[CH:1][CH:2]=4)[CH:29]=[C:24]3[N:23]=[CH:22]2)=[CH:17][CH:16]=1)[CH3:13]. (5) Given the reactants F[C:2]1[CH:3]=[C:4]2[C:9](=[CH:10][N:11]=1)[N:8]=[CH:7][C:6]([C:12]#[N:13])=[C:5]2[NH:14][C:15]1[CH:16]=[C:17]2[C:21](=[CH:22][CH:23]=1)[NH:20][CH:19]=[CH:18]2.[N:24]1([CH2:30][CH2:31][NH2:32])[CH2:29][CH2:28][O:27][CH2:26][CH2:25]1, predict the reaction product. The product is: [NH:20]1[C:21]2[C:17](=[CH:16][C:15]([NH:14][C:5]3[C:4]4[C:9](=[CH:10][N:11]=[C:2]([NH:32][CH2:31][CH2:30][N:24]5[CH2:29][CH2:28][O:27][CH2:26][CH2:25]5)[CH:3]=4)[N:8]=[CH:7][C:6]=3[C:12]#[N:13])=[CH:23][CH:22]=2)[CH:18]=[CH:19]1. (6) Given the reactants [O:1]=[C:2]1[NH:6][C:5](=[O:7])[C:4](=[CH:8][C:9]2[CH:14]=[CH:13][C:12]([C:15]3[CH:20]=[CH:19][CH:18]=[C:17]([C:21](O)=[O:22])[CH:16]=3)=[CH:11][CH:10]=2)[S:3]1.ON1[C:29]2[CH:30]=[CH:31][CH:32]=[CH:33][C:28]=2N=N1.C(CN)C1C=CC=CC=1.[CH:43]1([N:49]=[C:50]=NC2CCCCC2)CCCCC1, predict the reaction product. The product is: [CH2:43]([N:49]([CH3:50])[C:21]([C:17]1[CH:16]=[C:15]([C:12]2[CH:11]=[CH:10][C:9]([CH:8]=[C:4]3[S:3][C:2](=[O:1])[NH:6][C:5]3=[O:7])=[CH:14][CH:13]=2)[CH:20]=[CH:19][CH:18]=1)=[O:22])[C:28]1[CH:33]=[CH:32][CH:31]=[CH:30][CH:29]=1.